Dataset: Reaction yield outcomes from USPTO patents with 853,638 reactions. Task: Predict the reaction yield, written as a fraction of the theoretical maximum amount of product (1.0 means a 100% yield; for example, 0.34 means a 34% yield). The reactants are O.[OH-].[Li+].[CH:4]1([C@H:10]([NH:15][C:16]([C:18]2[C:27]([NH:28][C:29](=[O:43])[CH2:30][C:31]3[C:36]([Cl:37])=[CH:35][C:34]([C:38]([F:41])([F:40])[F:39])=[CH:33][C:32]=3[Cl:42])=[CH:26][C:25]3[C:20](=[CH:21][CH:22]=[CH:23][CH:24]=3)[CH:19]=2)=[O:17])[C:11]([O:13]C)=[O:12])[CH2:9][CH2:8][CH2:7][CH2:6][CH2:5]1.CO.Cl. The catalyst is C1COCC1.O. The product is [CH:4]1([C@H:10]([NH:15][C:16]([C:18]2[C:27]([NH:28][C:29](=[O:43])[CH2:30][C:31]3[C:36]([Cl:37])=[CH:35][C:34]([C:38]([F:39])([F:40])[F:41])=[CH:33][C:32]=3[Cl:42])=[CH:26][C:25]3[C:20](=[CH:21][CH:22]=[CH:23][CH:24]=3)[CH:19]=2)=[O:17])[C:11]([OH:13])=[O:12])[CH2:9][CH2:8][CH2:7][CH2:6][CH2:5]1. The yield is 0.970.